Task: Binary Classification. Given two protein amino acid sequences, predict whether they physically interact or not.. Dataset: Human Reference Interactome with 51,813 positive PPI pairs across 8,248 proteins, plus equal number of experimentally-validated negative pairs Protein 1 (ENSG00000099284) has sequence MSGRSGKKKMSKLSRSARAGVIFPVGRLMRYLKKGTFKYRISVGAPVYMAAVIEYLAAEILELAGNAARDNKKARIAPRHILLAVANDEELNQLLKGVTIASGGVLPRIHPELLAKKRGTKGKSETILSPPPEKRGRKATSGKKGGKKSKAAKPRTSKKSKPKDSDKEGTSNSTSEDGPGDGFTILSSKSLVLGQKLSLTQSDISHIGSMRVEGIVHPTTAEIDLKEDIGKALEKAGGKEFLETVKELRKSQGPLEVAEAAVSQSSGLAAKFVIHCHIPQWGSDKCEEQLEETIKNCLSA.... Protein 2 (ENSG00000185009) has sequence MIHSLFLINCSGDIFLEKHWKSVVSQSVCDYFFEAQEKAADVENVPPVISTPHHYLISIYRDKLFFVSVIQTEVPPLFVIEFLHRVADTFQDYFGECSEAAIKDNVVIVYELLEEMLDNGFPLATESNILKELIKPPTILRSVVNSITGSSNVGDTLPTGQLSNIPWRRAGVKYTNNEAYFDVVEEIDAIIDKSGSTVFAEIQGVIDACIKLSGMPDLSLSFMNPRLLDDVSFHPCIRFKRWESERVLSFIPPDGNFRLISYRVSSQNLVAIPVYVKHSISFKENSSCGRFDITIGPKQN.... Result: 0 (the proteins do not interact).